This data is from Forward reaction prediction with 1.9M reactions from USPTO patents (1976-2016). The task is: Predict the product of the given reaction. (1) Given the reactants [C:1]([C:4]1[CH:13]=[C:12]([O:14][CH3:15])[CH:11]=[CH:10][C:5]=1[C:6](OC)=[O:7])(=O)[CH3:2].O.[NH2:17][NH2:18], predict the reaction product. The product is: [CH3:15][O:14][C:12]1[CH:13]=[C:4]2[C:5](=[CH:10][CH:11]=1)[C:6](=[O:7])[NH:18][N:17]=[C:1]2[CH3:2]. (2) The product is: [Cl:9][C:10]1[CH:29]=[CH:28][C:13]([NH:14][C:15]2[C:24]3[C:19](=[CH:20][C:21]([O:27][CH2:2][CH2:3][CH:4]4[O:8][CH2:7][CH2:6][O:5]4)=[CH:22][CH:23]=3)[N:18]=[C:17]([O:32][CH3:31])[N:16]=2)=[C:12]([F:30])[CH:11]=1. Given the reactants Br[CH2:2][CH2:3][CH:4]1[O:8][CH2:7][CH2:6][O:5]1.[Cl:9][C:10]1[CH:29]=[CH:28][C:13]([NH:14][C:15]2[C:24]3[C:19](=[CH:20][C:21]([OH:27])=[C:22](OC)[CH:23]=3)[N:18]=[CH:17][N:16]=2)=[C:12]([F:30])[CH:11]=1.[C:31](=O)([O-])[O-:32].[K+].[K+], predict the reaction product. (3) Given the reactants Cl.Cl.[NH2:3][C:4]1[C:8]([NH2:9])=[CH:7][S:6][CH:5]=1.C(N(C(C)C)C(C)C)C.[CH3:19][C:20]1[C:21]([N:25]=[C:26]=[S:27])=[CH:22][S:23][CH:24]=1, predict the reaction product. The product is: [NH2:3][C:4]1[C:8]([NH:9][C:26]([NH:25][C:21]2[C:20]([CH3:19])=[CH:24][S:23][CH:22]=2)=[S:27])=[CH:7][S:6][CH:5]=1. (4) Given the reactants [N:1]1([CH2:10][C:11]([OH:13])=O)[C:5]2[CH:6]=[CH:7][CH:8]=[CH:9][C:4]=2[N:3]=[CH:2]1.[F:14][C:15]1[CH:16]=[C:17]([C:22]2[N:23]=[C:24]([NH2:27])[S:25][CH:26]=2)[CH:18]=[CH:19][C:20]=1[F:21].CCCP(=O)=O, predict the reaction product. The product is: [N:1]1([CH2:10][C:11]([NH:27][C:24]2[S:25][CH:26]=[C:22]([C:17]3[CH:18]=[CH:19][C:20]([F:21])=[C:15]([F:14])[CH:16]=3)[N:23]=2)=[O:13])[C:5]2[CH:6]=[CH:7][CH:8]=[CH:9][C:4]=2[N:3]=[CH:2]1. (5) Given the reactants [Cl:1][C:2]1[CH:10]=[C:9]2[C:5]([C:6]([CH2:11][CH2:12][NH2:13])=[CH:7][NH:8]2)=[CH:4][CH:3]=1.[CH:14]1([CH:17]=O)[CH2:16][CH2:15]1, predict the reaction product. The product is: [Cl:1][C:2]1[CH:10]=[C:9]2[C:5]([C:6]([CH2:11][CH2:12][NH:13][CH2:17][CH:14]3[CH2:16][CH2:15]3)=[CH:7][NH:8]2)=[CH:4][CH:3]=1.